The task is: Predict which catalyst facilitates the given reaction.. This data is from Catalyst prediction with 721,799 reactions and 888 catalyst types from USPTO. Reactant: [Br:1][C:2]1[C:11]2[C:6](=[CH:7][C:8]([C:12]3[NH:13][C:14]4[C:19]([C:20]=3[CH2:21][CH2:22][CH2:23][CH2:24][CH3:25])=[CH:18][CH:17]=[CH:16][CH:15]=4)=[CH:9][CH:10]=2)[CH:5]=[CH:4][C:3]=1[O:26][CH2:27][C:28]#[N:29].CC([O-])(C)C.[K+].[CH:36]1[CH:41]=[CH:40][C:39]([CH2:42]Br)=[CH:38][CH:37]=1. Product: [CH2:42]([N:13]1[C:14]2[C:19](=[CH:18][CH:17]=[CH:16][CH:15]=2)[C:20]([CH2:21][CH2:22][CH2:23][CH2:24][CH3:25])=[C:12]1[C:8]1[CH:7]=[C:6]2[C:11](=[CH:10][CH:9]=1)[C:2]([Br:1])=[C:3]([O:26][CH2:27][C:28]#[N:29])[CH:4]=[CH:5]2)[C:39]1[CH:40]=[CH:41][CH:36]=[CH:37][CH:38]=1. The catalyst class is: 1.